This data is from Full USPTO retrosynthesis dataset with 1.9M reactions from patents (1976-2016). The task is: Predict the reactants needed to synthesize the given product. (1) Given the product [C:7]([O:11][C:12]([N:14]([CH3:30])[CH2:15][C@H:16]([C:21]1[CH:26]=[CH:25][C:24]([Cl:27])=[C:23]([F:28])[CH:22]=1)[CH2:36][C:34]([O:33][CH3:32])=[O:35])=[O:13])([CH3:8])([CH3:9])[CH3:10], predict the reactants needed to synthesize it. The reactants are: [OH-].[K+].CS(C)=O.[C:7]([O:11][C:12]([NH:14][CH2:15][C@H:16]([C:21]1[CH:26]=[CH:25][C:24]([Cl:27])=[C:23]([F:28])[CH:22]=1)CC(O)=O)=[O:13])([CH3:10])([CH3:9])[CH3:8].I[CH3:30].C[CH2:32][O:33][C:34]([CH3:36])=[O:35]. (2) Given the product [CH3:1][O:2][C:3](=[O:16])[CH2:4][C:5]1[CH:10]=[CH:9][CH:8]=[C:7]([O:11][CH2:12][CH2:13][CH2:14][NH:25][CH2:24][CH:23]([C:17]2[CH:22]=[CH:21][CH:20]=[CH:19][CH:18]=2)[C:26]2[CH:31]=[CH:30][CH:29]=[CH:28][CH:27]=2)[CH:6]=1, predict the reactants needed to synthesize it. The reactants are: [CH3:1][O:2][C:3](=[O:16])[CH2:4][C:5]1[CH:10]=[CH:9][CH:8]=[C:7]([O:11][CH2:12][CH2:13][CH2:14]Br)[CH:6]=1.[C:17]1([CH:23]([C:26]2[CH:31]=[CH:30][CH:29]=[CH:28][CH:27]=2)[CH2:24][NH2:25])[CH:22]=[CH:21][CH:20]=[CH:19][CH:18]=1.